Task: Predict the reactants needed to synthesize the given product.. Dataset: Full USPTO retrosynthesis dataset with 1.9M reactions from patents (1976-2016) (1) Given the product [C:12]1([C:5]2[C:6]3[C:11](=[CH:10][CH:9]=[CH:8][CH:7]=3)[CH:2]=[CH:3][CH:4]=2)[CH:13]=[CH:35][CH:34]=[CH:30][CH:29]=1, predict the reactants needed to synthesize it. The reactants are: Br[C:2]1[C:11]2[C:6](=[CH:7][CH:8]=[CH:9][CH:10]=2)[C:5]([C:12]2NC([C@@H]3CCCN3C(OC(C)(C)C)=O)=N[CH:13]=2)=[CH:4][CH:3]=1.[CH3:29][C:30]1(C)[C:34](C)([CH3:35])OB(C2C=CC(C3N[C:29]([C@@H:30]4[CH2:34][CH2:35]CN4C(OC(C)(C)C)=O)=NC=3)=CC=2)O1.O.C([O-])([O-])=O.[K+].[K+]. (2) The reactants are: [CH3:1][O:2][CH2:3][CH2:4][O:5][C:6]1[CH:11]=[CH:10][C:9]([CH2:12][CH2:13][CH2:14][OH:15])=[C:8]([O:16][CH2:17][C:18]2[CH:23]=[CH:22][C:21]([C:24]([F:27])([F:26])[F:25])=[CH:20][CH:19]=2)[CH:7]=1.[CH2:28]([N:30]1[C:34]([CH2:35][CH2:36][C:37]([O:39]CC)=[O:38])=[CH:33][C:32](O)=[N:31]1)[CH3:29].C(P(CCCC)CCCC)CCC.N(C(N1CCCCC1)=O)=NC(N1CCCCC1)=O.O1CCCC1CO.[OH-].[Na+].Cl. Given the product [CH2:28]([N:30]1[C:34]([CH2:35][CH2:36][C:37]([OH:39])=[O:38])=[CH:33][C:32]([O:15][CH2:14][CH2:13][CH2:12][C:9]2[CH:10]=[CH:11][C:6]([O:5][CH2:4][CH2:3][O:2][CH3:1])=[CH:7][C:8]=2[O:16][CH2:17][C:18]2[CH:19]=[CH:20][C:21]([C:24]([F:25])([F:26])[F:27])=[CH:22][CH:23]=2)=[N:31]1)[CH3:29], predict the reactants needed to synthesize it. (3) Given the product [OH:4][CH2:3][CH2:2][NH:20][CH2:21][C:22]([NH:12][C:8]1[CH:7]=[N:6][CH:11]=[CH:10][CH:9]=1)=[O:23], predict the reactants needed to synthesize it. The reactants are: Cl[CH2:2][C:3](Cl)=[O:4].[N:6]1[CH:11]=[CH:10][CH:9]=[C:8]([NH2:12])[CH:7]=1.C(N(CC)CC)C.[NH2:20][CH2:21][CH2:22][OH:23]. (4) Given the product [CH2:1]([C:5]1[O:6][C:7]2[CH:13]=[CH:12][C:11]([NH:14][S:16]([CH3:15])(=[O:18])=[O:17])=[CH:10][C:8]=2[CH:9]=1)[CH2:2][CH2:3][CH3:4], predict the reactants needed to synthesize it. The reactants are: [CH2:1]([C:5]1[O:6][C:7]2[CH:13]=[CH:12][C:11]([NH2:14])=[CH:10][C:8]=2[CH:9]=1)[CH2:2][CH2:3][CH3:4].[CH3:15][S:16](Cl)(=[O:18])=[O:17].